Dataset: Forward reaction prediction with 1.9M reactions from USPTO patents (1976-2016). Task: Predict the product of the given reaction. (1) Given the reactants [F:1][C:2]([F:7])([F:6])[C:3](O)=O.[CH3:8][C:9]1[CH:10]=[CH:11][C:12]([C:15]2[CH:16]=[C:17]([CH:21]=[C:22]([C:24]3[CH2:28][C@H:27]([C:29]4[CH:34]=[CH:33][CH:32]=[CH:31][N:30]=4)[O:26][N:25]=3)[CH:23]=2)[C:18](O)=[O:19])=[N:13][CH:14]=1.Cl.FC(F)(F)C1[N:43]=[CH:42][C:41]([C@H:44]([NH2:46])[CH3:45])=[CH:40][CH:39]=1.C(Cl)CCl.C1C=NC2N(O)N=NC=2C=1.C(N(CC)CC)C.C(=O)(O)[O-].[Na+], predict the reaction product. The product is: [CH3:8][C:9]1[CH:10]=[CH:11][C:12]([C:15]2[CH:16]=[C:17]([CH:21]=[C:22]([C:24]3[CH2:28][C@H:27]([C:29]4[CH:34]=[CH:33][CH:32]=[CH:31][N:30]=4)[O:26][N:25]=3)[CH:23]=2)[C:18]([NH:46][C@@H:44]([C:41]2[CH:42]=[N:43][C:3]([C:2]([F:7])([F:6])[F:1])=[CH:39][CH:40]=2)[CH3:45])=[O:19])=[N:13][CH:14]=1. (2) Given the reactants [CH:1]1([NH:8][C:9]([NH2:11])=[S:10])[CH2:7][CH2:6][CH2:5][CH2:4][CH2:3][CH2:2]1.[CH2:12]([CH:14]([CH2:18][CH3:19])[C:15](O)=[O:16])[CH3:13], predict the reaction product. The product is: [CH:1]1([NH:8][C:9]2[S:10][C:14]([CH2:18][CH3:19])([CH2:12][CH3:13])[C:15](=[O:16])[N:11]=2)[CH2:7][CH2:6][CH2:5][CH2:4][CH2:3][CH2:2]1. (3) Given the reactants Cl[CH2:2][C:3]1[S:4][C:5]2[C:10]([N:11]=1)=[CH:9][CH:8]=[CH:7][N:6]=2.[N:12]1[CH:17]=[CH:16][CH:15]=[CH:14][C:13]=1[N:18]1[CH2:23][CH2:22][NH:21][CH2:20][CH2:19]1.CC(=O)OCC, predict the reaction product. The product is: [N:12]1[CH:17]=[CH:16][CH:15]=[CH:14][C:13]=1[N:18]1[CH2:19][CH2:20][N:21]([CH2:2][C:3]2[S:4][C:5]3[C:10]([N:11]=2)=[CH:9][CH:8]=[CH:7][N:6]=3)[CH2:22][CH2:23]1.